From a dataset of Reaction yield outcomes from USPTO patents with 853,638 reactions. Predict the reaction yield, written as a fraction of the theoretical maximum amount of product (1.0 means a 100% yield; for example, 0.34 means a 34% yield). (1) The reactants are [N+:1]([C:4]1[CH:5]=[C:6]([CH:14]=[CH:15][CH:16]=1)[O:7][CH2:8][C:9](OCC)=[O:10])([O-:3])=[O:2].Cl.CN.[CH:20]([N:23](C(C)C)CC)(C)C. The catalyst is CO.O. The product is [CH3:20][NH:23][C:9](=[O:10])[CH2:8][O:7][C:6]1[CH:14]=[CH:15][CH:16]=[C:4]([N+:1]([O-:3])=[O:2])[CH:5]=1. The yield is 0.950. (2) The reactants are Cl.[F:2][C:3]1[CH:20]=[CH:19][CH:18]=[CH:17][C:4]=1[O:5][C:6]1[N:10]=[C:9]([C@H:11]2[CH2:16][CH2:15][CH2:14][NH:13][CH2:12]2)[O:8][N:7]=1.[F:21][C:22]1[CH:30]=[CH:29][C:25]([C:26](O)=[O:27])=[CH:24][N:23]=1. No catalyst specified. The product is [F:2][C:3]1[CH:20]=[CH:19][CH:18]=[CH:17][C:4]=1[O:5][C:6]1[N:10]=[C:9]([C@H:11]2[CH2:16][CH2:15][CH2:14][N:13]([C:26]([C:25]3[CH:24]=[N:23][C:22]([F:21])=[CH:30][CH:29]=3)=[O:27])[CH2:12]2)[O:8][N:7]=1. The yield is 0.140. (3) The yield is 0.800. The reactants are [CH2:1]([N:3]([CH2:33][CH3:34])[C:4]([C:6]1[CH:11]=[CH:10][C:9]([C:12]([C:26]2[CH:31]=[CH:30][CH:29]=[C:28]([OH:32])[CH:27]=2)=[C:13]2[CH2:18][CH2:17][N:16]([C:19]([O:21][C:22]([CH3:25])([CH3:24])[CH3:23])=[O:20])[CH2:15][CH2:14]2)=[CH:8][CH:7]=1)=[O:5])[CH3:2].C(N(CC)CC)C.[F:42][C:43]([F:56])([F:55])[S:44](O[S:44]([C:43]([F:56])([F:55])[F:42])(=[O:46])=[O:45])(=[O:46])=[O:45]. The catalyst is ClCCl. The product is [CH2:33]([N:3]([CH2:1][CH3:2])[C:4]([C:6]1[CH:7]=[CH:8][C:9]([C:12]([C:26]2[CH:31]=[CH:30][CH:29]=[C:28]([O:32][S:44]([C:43]([F:56])([F:55])[F:42])(=[O:46])=[O:45])[CH:27]=2)=[C:13]2[CH2:14][CH2:15][N:16]([C:19]([O:21][C:22]([CH3:24])([CH3:25])[CH3:23])=[O:20])[CH2:17][CH2:18]2)=[CH:10][CH:11]=1)=[O:5])[CH3:34]. (4) The reactants are [N:1]([CH2:4][CH2:5][CH2:6][C:7]1([C:20]2[CH:25]=[CH:24][CH:23]=[CH:22][CH:21]=2)[NH:11][N:10]=[C:9]([C:12]2[CH:17]=[C:16]([F:18])[CH:15]=[CH:14][C:13]=2[F:19])[S:8]1)=[N+:2]=[N-:3].[C:26]([O:30][C:31](C(C)C(O)=O)=[O:32])([CH3:29])([CH3:28])[CH3:27].CCN=C=NC[CH2:44][CH2:45][N:46](C)C.C1C=CC2N(O)N=NC=2C=1.CN([CH:62]=[O:63])C. No catalyst specified. The product is [N:1]([CH2:4][CH2:5][CH2:6][C:7]1([C:20]2[CH:25]=[CH:24][CH:23]=[CH:22][CH:21]=2)[N:11]([C:62](=[O:63])[CH:45]([NH:46][C:31](=[O:32])[O:30][C:26]([CH3:27])([CH3:28])[CH3:29])[CH3:44])[N:10]=[C:9]([C:12]2[CH:17]=[C:16]([F:18])[CH:15]=[CH:14][C:13]=2[F:19])[S:8]1)=[N+:2]=[N-:3]. The yield is 0.940. (5) The yield is 0.930. The product is [CH2:1]([N:3]1[CH2:12][CH2:11][C:10]2[C:5](=[CH:6][C:7]([O:15][CH3:16])=[C:8]([O:13][CH3:14])[CH:9]=2)[C:4]21[CH2:21][CH2:20][CH:19]([C:22]([N:26]1[CH2:27][CH2:49][N:48]([C:51]3[CH:42]=[CH:41][CH:2]=[CH:1][N:3]=3)[CH2:47][CH2:25]1)=[O:23])[CH2:18][CH:17]2[CH:25]1[C:34]2[C:29](=[CH:30][C:31]([O:37][CH3:38])=[C:32]([O:35][CH3:36])[CH:33]=2)[CH2:28][CH2:27][N:26]1[CH2:39][CH3:40])[CH3:2]. The reactants are [CH2:1]([N:3]1[CH2:12][CH2:11][C:10]2[C:5](=[CH:6][C:7]([O:15][CH3:16])=[C:8]([O:13][CH3:14])[CH:9]=2)[C:4]21[CH2:21][CH2:20][CH:19]([C:22](O)=[O:23])[CH2:18][CH:17]2[CH:25]1[C:34]2[C:29](=[CH:30][C:31]([O:37][CH3:38])=[C:32]([O:35][CH3:36])[CH:33]=2)[CH2:28][CH2:27][N:26]1[CH2:39][CH3:40])[CH3:2].[C:41](Cl)(=O)[C:42](Cl)=O.[CH3:47][N:48]([CH3:51])[CH:49]=O. The catalyst is C(Cl)Cl. (6) The reactants are [N+]([O-])(O)=O.[NH+]([O-])=O.[CH3:8][O:9][C:10](=[O:36])[C:11]1[CH:16]=[CH:15][C:14]([CH3:17])=[C:13]([N:18]2[CH:22]=[C:21]([C:23]3[CH:24]=[N:25][N:26]([C:29]4[CH:34]=[CH:33][CH:32]=[CH:31][CH:30]=4)[C:27]=3[CH3:28])[N:20]=[C:19]2S)[CH:12]=1.C([O-])(O)=O.[Na+]. The catalyst is CC(O)=O. The product is [CH3:8][O:9][C:10](=[O:36])[C:11]1[CH:16]=[CH:15][C:14]([CH3:17])=[C:13]([N:18]2[CH:22]=[C:21]([C:23]3[CH:24]=[N:25][N:26]([C:29]4[CH:34]=[CH:33][CH:32]=[CH:31][CH:30]=4)[C:27]=3[CH3:28])[N:20]=[CH:19]2)[CH:12]=1. The yield is 0.820.